From a dataset of Forward reaction prediction with 1.9M reactions from USPTO patents (1976-2016). Predict the product of the given reaction. (1) Given the reactants [F:8][C:7]([F:10])([F:9])[C:6](O[C:6](=[O:11])[C:7]([F:10])([F:9])[F:8])=[O:11].[C:14]([O:18][C:19]([N:21]1[C@H:26]([CH2:27][NH2:28])[CH2:25][C@H:24]2[C@@H:22]1[CH2:23]2)=[O:20])([CH3:17])([CH3:16])[CH3:15], predict the reaction product. The product is: [C:14]([O:18][C:19]([N:21]1[C@H:26]([CH2:27][NH:28][C:6](=[O:11])[C:7]([F:8])([F:9])[F:10])[CH2:25][C@H:24]2[C@@H:22]1[CH2:23]2)=[O:20])([CH3:17])([CH3:16])[CH3:15]. (2) Given the reactants N[C:2]1[CH:10]=[CH:9][C:5]([C:6]([OH:8])=[O:7])=[C:4]([S:11]([OH:14])(=[O:13])=[O:12])[CH:3]=1.C([O-])([O-])=O.[Na+].[Na+].N([O-])=O.[Na+].Cl.[Na+].[I-:27], predict the reaction product. The product is: [I:27][C:2]1[CH:10]=[CH:9][C:5]([C:6]([OH:8])=[O:7])=[C:4]([S:11]([OH:14])(=[O:13])=[O:12])[CH:3]=1. (3) Given the reactants O[C:2]1[C:11]2[C:6](=[N:7][CH:8]=[CH:9][CH:10]=2)[N:5]([C:12]2[CH:17]=[CH:16][CH:15]=[CH:14][CH:13]=2)[C:4](=[O:18])[C:3]=1[C:19](=O)[CH2:20][C:21]1[CH:26]=[CH:25][C:24]([C:27]#[N:28])=[CH:23][CH:22]=1.O.[NH2:31][NH2:32], predict the reaction product. The product is: [C:27]([C:24]1[CH:25]=[CH:26][C:21]([CH2:20][C:19]2[C:3]3[C:4](=[O:18])[N:5]([C:12]4[CH:17]=[CH:16][CH:15]=[CH:14][CH:13]=4)[C:6]4[N:7]=[CH:8][CH:9]=[CH:10][C:11]=4[C:2]=3[NH:32][N:31]=2)=[CH:22][CH:23]=1)#[N:28]. (4) Given the reactants Cl[C:2]1[CH:10]=[C:9]2[C:5]([C:6]([C:11]([N:13]3[CH2:18][CH2:17][CH:16]([C:19]4[C:24]([O:25][CH3:26])=[CH:23][CH:22]=[CH:21][C:20]=4[O:27][CH3:28])[CH2:15][CH2:14]3)=[O:12])=[CH:7][NH:8]2)=[CH:4][CH:3]=1.Cl[CH2:30][C:31]([N:33]([CH3:35])[CH3:34])=[O:32], predict the reaction product. The product is: [CH3:28][O:27][C:20]1[CH:21]=[CH:22][CH:23]=[C:24]([O:25][CH3:26])[C:19]=1[CH:16]1[CH2:17][CH2:18][N:13]([C:11]([C:6]2[C:5]3[C:9](=[CH:10][CH:2]=[CH:3][CH:4]=3)[N:8]([CH2:30][C:31]([N:33]([CH3:35])[CH3:34])=[O:32])[CH:7]=2)=[O:12])[CH2:14][CH2:15]1. (5) Given the reactants C(O[C:6]([N:8](C)[C@@H:9]([CH3:25])[C:10]([NH:12][C@@H:13]([CH3:24])[C:14]([O:16][CH2:17][C:18]1[CH:23]=[CH:22][CH:21]=[CH:20][CH:19]=1)=[O:15])=[O:11])=O)(C)(C)C.[ClH:27], predict the reaction product. The product is: [Cl-:27].[CH2:17]([O:16][C:14]([C@@H:13]([NH:12][C:10]([C@@H:9]([NH2+:8][CH3:6])[CH3:25])=[O:11])[CH3:24])=[O:15])[C:18]1[CH:19]=[CH:20][CH:21]=[CH:22][CH:23]=1. (6) Given the reactants C[C:2]1[NH:3][CH:4]=[CH:5][N:6]=1.[Br:7][CH2:8][CH3:9].[CH:10](O)(C)C, predict the reaction product. The product is: [Br-:7].[CH2:8]([N+:6]1[CH:5]=[CH:4][N:3]([CH3:10])[CH:2]=1)[CH3:9]. (7) Given the reactants [NH:1]1[CH2:5][CH2:4][C@@H:3]([NH:6][C:7](=[O:13])[O:8][C:9]([CH3:12])([CH3:11])[CH3:10])[CH2:2]1.N1C=CC=CC=1.[Cl:20][C:21](Cl)([O:23]C(=O)OC(Cl)(Cl)Cl)Cl, predict the reaction product. The product is: [Cl:20][C:21]([N:1]1[CH2:5][CH2:4][C@@H:3]([NH:6][C:7](=[O:13])[O:8][C:9]([CH3:10])([CH3:12])[CH3:11])[CH2:2]1)=[O:23].